Dataset: Reaction yield outcomes from USPTO patents with 853,638 reactions. Task: Predict the reaction yield, written as a fraction of the theoretical maximum amount of product (1.0 means a 100% yield; for example, 0.34 means a 34% yield). (1) The reactants are [Cl:1][C:2]1[C:3]([CH3:23])=[C:4]([C:13]2[CH:14]=[N:15][N:16](C(OCC)C)[CH:17]=2)[C:5]([O:11][CH3:12])=[C:6]([C:8](=[O:10])[CH3:9])[CH:7]=1.Cl.O. The catalyst is O1CCCC1. The product is [Cl:1][C:2]1[C:3]([CH3:23])=[C:4]([C:13]2[CH:17]=[N:16][NH:15][CH:14]=2)[C:5]([O:11][CH3:12])=[C:6]([C:8](=[O:10])[CH3:9])[CH:7]=1. The yield is 0.750. (2) The reactants are [F:1][C:2]1[CH:3]=[C:4]([CH2:8][CH:9]([CH:23]2[O:27][C:26](=O)[CH:25]([CH2:29][CH2:30][C:31]([O:34]C(=O)C(F)(F)F)([CH3:33])[CH3:32])[CH2:24]2)[NH:10][C:11]([C:13]2[CH:22]=[N:21][C:20]3[C:15](=[CH:16][CH:17]=[CH:18][CH:19]=3)[N:14]=2)=[O:12])[CH:5]=[CH:6][CH:7]=1. The catalyst is CO. The product is [F:1][C:2]1[CH:3]=[C:4]([CH:5]=[CH:6][CH:7]=1)[CH2:8][CH:9]([NH:10][C:11]([C:13]1[CH:22]=[N:21][C:20]2[C:19](=[CH:18][CH:17]=[CH:16][CH:15]=2)[N:14]=1)=[O:12])[CH:23]([OH:27])[CH2:24][CH:25]([C:26]1[NH:10][CH:11]=[CH:13][N:14]=1)[CH2:29][CH2:30][C:31]([OH:34])([CH3:33])[CH3:32]. The yield is 0.910.